The task is: Predict the product of the given reaction.. This data is from Forward reaction prediction with 1.9M reactions from USPTO patents (1976-2016). (1) Given the reactants Br[CH2:2][CH2:3][CH2:4][N:5]1[C:13]([S:14][C:15]2[C:23]([I:24])=[CH:22][C:18]3[O:19][CH2:20][O:21][C:17]=3[CH:16]=2)=[N:12][C:11]2[C:6]1=[N:7][CH:8]=[N:9][C:10]=2[NH2:25].[NH2:26][CH2:27][CH2:28][CH2:29][O:30][CH2:31][CH2:32][O:33][CH2:34][CH2:35][O:36][CH2:37][CH2:38][O:39][CH2:40][CH2:41][O:42][CH2:43][CH2:44][CH2:45][NH2:46], predict the reaction product. The product is: [NH2:25][C:10]1[N:9]=[CH:8][N:7]=[C:6]2[C:11]=1[N:12]=[C:13]([S:14][C:15]1[C:23]([I:24])=[CH:22][C:18]3[O:19][CH2:20][O:21][C:17]=3[CH:16]=1)[N:5]2[CH2:4][CH2:3][CH2:2][NH:46][CH2:45][CH2:44][CH2:43][O:42][CH2:41][CH2:40][O:39][CH2:38][CH2:37][O:36][CH2:35][CH2:34][O:33][CH2:32][CH2:31][O:30][CH2:29][CH2:28][CH2:27][NH2:26]. (2) The product is: [C:1]([O:4][CH2:5][CH2:6][C:7]1[CH:8]=[CH:9][CH:10]=[C:11]2[C:15]=1[N:14]([C:18]([O:20][C:21]([CH3:24])([CH3:23])[CH3:22])=[O:19])[CH:13]=[C:12]2[CH:16]=[O:17])(=[O:3])[CH3:2].[C:1]([O:4][CH2:5][CH2:6][C:7]1[CH:8]=[CH:9][CH:10]=[C:11]2[C:15]=1[NH:14][CH:13]=[C:12]2[C:16](=[O:17])[CH:33]([NH:35][C:12]1[CH:13]=[N:14][CH:32]=[C:29]([O:28][CH3:26])[CH:31]=1)[C:34]1[CH:11]=[CH:15][CH:7]=[CH:6][CH:5]=1)(=[O:3])[CH3:2]. Given the reactants [C:1]([O:4][CH2:5][CH2:6][C:7]1[CH:8]=[CH:9][CH:10]=[C:11]2[C:15]=1[NH:14][CH:13]=[C:12]2[CH:16]=[O:17])(=[O:3])[CH3:2].[C:18](O[C:26]([O:28][C:29]([CH3:32])([CH3:31])C)=O)([O:20][C:21]([CH3:24])([CH3:23])[CH3:22])=[O:19].[C:33](#[N:35])[CH3:34], predict the reaction product. (3) Given the reactants [NH:1]1[C:10]2[CH2:9][CH2:8][CH2:7][CH2:6][C:5]=2[CH2:4][CH2:3][C:2]1=[O:11].[Br:12]Br, predict the reaction product. The product is: [BrH:12].[Br:12][CH:9]1[C:10]2[NH:1][C:2](=[O:11])[CH:3]=[CH:4][C:5]=2[CH2:6][CH2:7][CH2:8]1. (4) Given the reactants [Cl:1][C:2]1[S:3][C:4]([N:11]([CH2:18][CH3:19])[CH:12]2[CH2:17][CH2:16][O:15][CH2:14][CH2:13]2)=[C:5]([CH3:10])[C:6]=1[C:7]([OH:9])=O.Cl.[NH2:21][CH2:22][C:23]1[C:24](=[O:31])[NH:25][C:26]([CH3:30])=[CH:27][C:28]=1[CH3:29].C(Cl)CCl.C1C=NC2N(O)N=NC=2C=1.CN1CCOCC1, predict the reaction product. The product is: [Cl:1][C:2]1[S:3][C:4]([N:11]([CH2:18][CH3:19])[CH:12]2[CH2:17][CH2:16][O:15][CH2:14][CH2:13]2)=[C:5]([CH3:10])[C:6]=1[C:7]([NH:21][CH2:22][C:23]1[C:24](=[O:31])[NH:25][C:26]([CH3:30])=[CH:27][C:28]=1[CH3:29])=[O:9]. (5) Given the reactants [NH2:1][C:2]1[CH:3]=[C:4]([CH:8]=[C:9](Br)[CH:10]=1)[C:5]([OH:7])=[O:6].CC1(C)C(C)(C)OB([C:20]2[CH2:21][CH2:22][O:23][CH2:24][CH:25]=2)O1.C(=O)([O-])[O-].[K+].[K+].O, predict the reaction product. The product is: [NH2:1][C:2]1[CH:3]=[C:4]([CH:8]=[C:9]([C:20]2[CH2:25][CH2:24][O:23][CH2:22][CH:21]=2)[CH:10]=1)[C:5]([OH:7])=[O:6]. (6) Given the reactants [CH2:1]([O:8][C:9]([CH2:11][C@H:12]1[CH2:17][CH2:16][C@H:15]([OH:18])[CH2:14][CH2:13]1)=[O:10])[C:2]1[CH:7]=[CH:6][CH:5]=[CH:4][CH:3]=1.N1C=CN=C1.[Si:24](Cl)([C:27]([CH3:30])([CH3:29])[CH3:28])([CH3:26])[CH3:25].CCCCCC.C(OCC)(=O)C, predict the reaction product. The product is: [CH2:1]([O:8][C:9]([CH2:11][C@H:12]1[CH2:13][CH2:14][C@H:15]([O:18][Si:24]([C:27]([CH3:30])([CH3:29])[CH3:28])([CH3:26])[CH3:25])[CH2:16][CH2:17]1)=[O:10])[C:2]1[CH:7]=[CH:6][CH:5]=[CH:4][CH:3]=1. (7) Given the reactants [F:1][C:2]([F:14])([F:13])[C:3]1[CH:8]=[CH:7][CH:6]=[CH:5][C:4]=1[CH2:9][C:10]([OH:12])=[O:11].C([Li])CCCCC.Br[CH2:23][CH2:24][CH2:25][Cl:26].[OH-].[Na+], predict the reaction product. The product is: [Cl:26][CH2:25][CH2:24][CH2:23][CH:9]([C:4]1[CH:5]=[CH:6][CH:7]=[CH:8][C:3]=1[C:2]([F:13])([F:14])[F:1])[C:10]([OH:12])=[O:11]. (8) The product is: [F:1][C:2]1[C:7]([N:8]2[C:12]([S:13]([C:16]3[CH:21]=[CH:20][CH:19]=[CH:18][CH:17]=3)(=[O:15])=[O:14])=[CH:11][C:10]([CH:22]=[O:23])=[N:9]2)=[CH:6][CH:5]=[CH:4][N:3]=1. Given the reactants [F:1][C:2]1[C:7]([N:8]2[C:12]([S:13]([C:16]3[CH:21]=[CH:20][CH:19]=[CH:18][CH:17]=3)(=[O:15])=[O:14])=[CH:11][C:10]([CH2:22][OH:23])=[N:9]2)=[CH:6][CH:5]=[CH:4][N:3]=1, predict the reaction product. (9) Given the reactants [F:1][C:2]([Si](C)(C)C)([F:7])[C:3]([F:6])([F:5])[F:4].[CH2:12]([O:19][C:20]([CH:22]1[CH2:27][CH2:26][CH:25]([CH2:28]OS(C(F)(F)F)(=O)=O)[CH2:24][CH2:23]1)=[O:21])[C:13]1[CH:18]=[CH:17][CH:16]=[CH:15][CH:14]=1.[F-].C[N+](C)(C)C.O, predict the reaction product. The product is: [CH2:12]([O:19][C:20]([CH:22]1[CH2:27][CH2:26][CH:25]([CH2:28][C:2]([F:7])([F:1])[C:3]([F:6])([F:5])[F:4])[CH2:24][CH2:23]1)=[O:21])[C:13]1[CH:18]=[CH:17][CH:16]=[CH:15][CH:14]=1.